This data is from Catalyst prediction with 721,799 reactions and 888 catalyst types from USPTO. The task is: Predict which catalyst facilitates the given reaction. (1) Reactant: [Cl:1][C:2]1[CH:11]=[CH:10][C:5]([C:6]([O:8][CH3:9])=[O:7])=[CH:4][C:3]=1[OH:12].[Cl:13][C:14]1[CH:15]=[C:16]([F:21])[C:17](F)=[N:18][CH:19]=1.CN(C=O)C.C(=O)([O-])[O-].[K+].[K+]. Product: [Cl:1][C:2]1[CH:11]=[CH:10][C:5]([C:6]([O:8][CH3:9])=[O:7])=[CH:4][C:3]=1[O:12][C:17]1[C:16]([F:21])=[CH:15][C:14]([Cl:13])=[CH:19][N:18]=1. The catalyst class is: 6. (2) Product: [CH:19]([N:15]1[C:14]([C:8]2[S:9][C:10]3[CH2:11][CH2:12][O:13][C:4]4[CH:3]=[C:2]([OH:24])[CH:23]=[CH:22][C:5]=4[C:6]=3[N:7]=2)=[N:18][CH:17]=[N:16]1)([CH3:21])[CH3:20]. The catalyst class is: 62. Reactant: Br[C:2]1[CH:23]=[CH:22][C:5]2[C:6]3[N:7]=[C:8]([C:14]4[N:15]([CH:19]([CH3:21])[CH3:20])[N:16]=[CH:17][N:18]=4)[S:9][C:10]=3[CH2:11][CH2:12][O:13][C:4]=2[CH:3]=1.[OH-:24].[K+].C(P(C(C)(C)C)C1C(C)=C(C)C(C)=C(C)C=1C1C(CCC)=CC(CCC)=CC=1CCC)(C)(C)C.O.